Dataset: Forward reaction prediction with 1.9M reactions from USPTO patents (1976-2016). Task: Predict the product of the given reaction. (1) Given the reactants [CH3:1][C:2]1[CH:7]=[CH:6][C:5]([N+:8]([O-:10])=[O:9])=[CH:4][C:3]=1[NH2:11].C(N(CC)CC)C.[F:19][C:20]([F:31])([F:30])[C:21](O[C:21](=[O:22])[C:20]([F:31])([F:30])[F:19])=[O:22].Cl.C([O-])(=O)C, predict the reaction product. The product is: [F:19][C:20]([F:31])([F:30])[C:21]([NH:11][C:3]1[CH:4]=[C:5]([N+:8]([O-:10])=[O:9])[CH:6]=[CH:7][C:2]=1[CH3:1])=[O:22]. (2) Given the reactants [NH2:1][C:2]1[CH:3]=[CH:4][C:5]([CH3:18])=[C:6]([CH:17]=1)[C:7]([NH:9][C:10]1[CH:11]=[N:12][C:13]([NH2:16])=[N:14][CH:15]=1)=[O:8].C(N(CC)CC)C.[F:26][C:27]([F:39])([F:38])[C:28]1[CH:29]=[C:30]([S:34](Cl)(=[O:36])=[O:35])[CH:31]=[CH:32][CH:33]=1, predict the reaction product. The product is: [NH2:16][C:13]1[N:12]=[CH:11][C:10]([NH:9][C:7](=[O:8])[C:6]2[CH:17]=[C:2]([NH:1][S:34]([C:30]3[CH:31]=[CH:32][CH:33]=[C:28]([C:27]([F:26])([F:38])[F:39])[CH:29]=3)(=[O:36])=[O:35])[CH:3]=[CH:4][C:5]=2[CH3:18])=[CH:15][N:14]=1. (3) Given the reactants [CH:1]1([NH:4][CH:5]2[CH2:10][CH2:9][N:8]([C:11]3[N:16]=[CH:15][C:14]([CH2:17][CH3:18])=[CH:13][N:12]=3)[CH2:7][CH2:6]2)[CH2:3][CH2:2]1.[N:19]1([C:24]2[N:29]=[N:28][C:27]([C:30](O)=[O:31])=[CH:26][CH:25]=2)[CH:23]=[CH:22][N:21]=[CH:20]1, predict the reaction product. The product is: [CH:1]1([N:4]([CH:5]2[CH2:10][CH2:9][N:8]([C:11]3[N:12]=[CH:13][C:14]([CH2:17][CH3:18])=[CH:15][N:16]=3)[CH2:7][CH2:6]2)[C:30]([C:27]2[N:28]=[N:29][C:24]([N:19]3[CH:23]=[CH:22][N:21]=[CH:20]3)=[CH:25][CH:26]=2)=[O:31])[CH2:2][CH2:3]1. (4) Given the reactants [F:1][C:2]1[CH:7]=[CH:6][CH:5]=[C:4]([CH3:8])[C:3]=1[OH:9].[Br:10]N1C(=O)CCC1=O, predict the reaction product. The product is: [Br:10][C:6]1[CH:5]=[C:4]([CH3:8])[C:3]([OH:9])=[C:2]([F:1])[CH:7]=1. (5) The product is: [NH2:60][C:10]1[CH:11]=[C:12]([CH:58]=[CH:59][C:9]=1[O:8][CH2:1][C:2]1[CH:7]=[CH:6][CH:5]=[CH:4][CH:3]=1)[CH2:13][CH2:14][N:15]([CH2:26][CH2:27][N:28]([CH:52]1[CH2:57][CH2:56][CH2:55][CH2:54][CH2:53]1)[C:29](=[O:51])[CH2:30][CH2:31][N:32]([C:41]([O:43][CH2:44][C:45]1[CH:46]=[CH:47][CH:48]=[CH:49][CH:50]=1)=[O:42])[CH2:33][CH2:34][C:35]1[CH:40]=[CH:39][CH:38]=[CH:37][CH:36]=1)[C:16](=[O:25])[O:17][CH2:18][C:19]1[CH:24]=[CH:23][CH:22]=[CH:21][CH:20]=1. Given the reactants [CH2:1]([O:8][C:9]1[CH:59]=[CH:58][C:12]([CH2:13][CH2:14][N:15]([CH2:26][CH2:27][N:28]([CH:52]2[CH2:57][CH2:56][CH2:55][CH2:54][CH2:53]2)[C:29](=[O:51])[CH2:30][CH2:31][N:32]([C:41]([O:43][CH2:44][C:45]2[CH:50]=[CH:49][CH:48]=[CH:47][CH:46]=2)=[O:42])[CH2:33][CH2:34][C:35]2[CH:40]=[CH:39][CH:38]=[CH:37][CH:36]=2)[C:16](=[O:25])[O:17][CH2:18][C:19]2[CH:24]=[CH:23][CH:22]=[CH:21][CH:20]=2)=[CH:11][C:10]=1[N+:60]([O-])=O)[C:2]1[CH:7]=[CH:6][CH:5]=[CH:4][CH:3]=1.[Cl-].[NH4+], predict the reaction product.